Predict the product of the given reaction. From a dataset of Forward reaction prediction with 1.9M reactions from USPTO patents (1976-2016). Given the reactants Br[C:2]1[C:11]2[C:10](=[O:12])[C:9]3[N:13]=[CH:14][C:15]([CH3:17])=[CH:16][C:8]=3[C:7](=[O:18])[C:6]=2[N:5]=[CH:4][CH:3]=1.C([O-])([O-])=O.[Na+].[Na+].[C:25]([O:29][C:30](=[O:53])[NH:31][CH2:32][CH2:33][CH2:34][O:35][C:36]1[CH:41]=[CH:40][C:39](B2OC(C)(C)C(C)(C)O2)=[CH:38][C:37]=1[O:51][CH3:52])([CH3:28])([CH3:27])[CH3:26], predict the reaction product. The product is: [C:25]([O:29][C:30](=[O:53])[NH:31][CH2:32][CH2:33][CH2:34][O:35][C:36]1[CH:41]=[CH:40][C:39]([C:2]2[C:11]3[C:10](=[O:12])[C:9]4[N:13]=[CH:14][C:15]([CH3:17])=[CH:16][C:8]=4[C:7](=[O:18])[C:6]=3[N:5]=[CH:4][CH:3]=2)=[CH:38][C:37]=1[O:51][CH3:52])([CH3:27])([CH3:28])[CH3:26].